Predict the reactants needed to synthesize the given product. From a dataset of Full USPTO retrosynthesis dataset with 1.9M reactions from patents (1976-2016). (1) Given the product [C:62]([O:61][C@@H:55]([C:46]1[C:45]([CH3:66])=[CH:44][C:42]2[N:43]=[C:39]([C:2]3[C:7]([CH:8]([F:10])[F:9])=[CH:6][N:5]=[C:4]([Cl:11])[CH:3]=3)[S:40][C:41]=2[C:47]=1[C:48]1[CH:49]=[CH:50][C:51]([Cl:54])=[CH:52][CH:53]=1)[C:56]([O:58][CH2:59][CH3:60])=[O:57])([CH3:63])([CH3:64])[CH3:65], predict the reactants needed to synthesize it. The reactants are: Br[C:2]1[C:7]([CH:8]([F:10])[F:9])=[CH:6][N:5]=[C:4]([Cl:11])[CH:3]=1.B1(B2OC(C)(C)C(C)(C)O2)OC(C)(C)C(C)(C)O1.C(Cl)Cl.CC([O-])=O.[K+].Br[C:39]1[S:40][C:41]2[C:47]([C:48]3[CH:53]=[CH:52][C:51]([Cl:54])=[CH:50][CH:49]=3)=[C:46]([C@H:55]([O:61][C:62]([CH3:65])([CH3:64])[CH3:63])[C:56]([O:58][CH2:59][CH3:60])=[O:57])[C:45]([CH3:66])=[CH:44][C:42]=2[N:43]=1.C([O-])([O-])=O.[K+].[K+]. (2) Given the product [NH2:21][C:20]1[C:15]2[C:14]([C:22]3[CH:27]=[CH:26][C:25]([CH3:28])=[CH:24][CH:23]=3)=[C:13]([CH:29]=[O:34])[N:12]([CH2:11][CH2:10][CH2:9][O:8][Si:1]([C:4]([CH3:6])([CH3:7])[CH3:5])([CH3:2])[CH3:3])[C:16]=2[N:17]=[CH:18][N:19]=1, predict the reactants needed to synthesize it. The reactants are: [Si:1]([O:8][CH2:9][CH2:10][CH2:11][N:12]1[C:16]2[N:17]=[CH:18][N:19]=[C:20]([NH2:21])[C:15]=2[C:14]([C:22]2[CH:27]=[CH:26][C:25]([CH3:28])=[CH:24][CH:23]=2)=[C:13]1[CH:29]=C)([C:4]([CH3:7])([CH3:6])[CH3:5])([CH3:3])[CH3:2].C1C[O:34]CC1.O.I([O-])(=O)(=O)=O.[Na+]. (3) Given the product [Cl:1][C:2]1[N:7]=[C:6]([CH2:8][N:17]([CH3:16])[CH2:18][C:19]2[CH:20]=[N:21][CH:22]=[CH:23][CH:24]=2)[CH:5]=[C:4]([N:10]2[CH2:15][CH2:14][O:13][CH2:12][CH2:11]2)[N:3]=1, predict the reactants needed to synthesize it. The reactants are: [Cl:1][C:2]1[N:7]=[C:6]([CH:8]=O)[CH:5]=[C:4]([N:10]2[CH2:15][CH2:14][O:13][CH2:12][CH2:11]2)[N:3]=1.[CH3:16][NH:17][CH2:18][C:19]1[CH:20]=[N:21][CH:22]=[CH:23][CH:24]=1. (4) Given the product [CH3:11][O:12][CH2:13][C:14]1[CH:15]=[C:16]2[N:19]=[CH:9][C:3]([C:4]([O:6][CH2:7][CH3:8])=[O:5])=[CH:1][N:17]2[N:18]=1, predict the reactants needed to synthesize it. The reactants are: [CH:1]([CH:3]([CH:9]=O)[C:4]([O:6][CH2:7][CH3:8])=[O:5])=O.[CH3:11][O:12][CH2:13][C:14]1[CH:15]=[C:16]([NH2:19])[NH:17][N:18]=1. (5) Given the product [CH3:3][NH:5][C:7]1[CH:8]=[C:9]([NH:13][C:14](=[O:23])[O:15][CH2:16][C:17]2[CH:18]=[CH:19][CH:20]=[CH:21][CH:22]=2)[CH:10]=[CH:11][CH:12]=1, predict the reactants needed to synthesize it. The reactants are: FC(F)(F)[C:3]([N:5]([C:7]1[CH:8]=[C:9]([NH:13][C:14](=[O:23])[O:15][CH2:16][C:17]2[CH:22]=[CH:21][CH:20]=[CH:19][CH:18]=2)[CH:10]=[CH:11][CH:12]=1)C)=O.[OH-].[Na+].C1COCC1.CO. (6) Given the product [CH3:30][N:29]([CH3:31])[C:23]1([CH2:22][NH:21][C:18]([C:11]2[C:12]3[CH2:13][C@@H:14]4[CH2:17][C@@H:15]4[C:16]=3[N:9]([C:3]3[CH:4]=[CH:5][C:6]([F:8])=[CH:7][C:2]=3[F:1])[N:10]=2)=[O:19])[CH2:24][CH2:25][S:26](=[O:27])[CH2:28]1, predict the reactants needed to synthesize it. The reactants are: [F:1][C:2]1[CH:7]=[C:6]([F:8])[CH:5]=[CH:4][C:3]=1[N:9]1[C:16]2[C@H:15]3[CH2:17][C@H:14]3[CH2:13][C:12]=2[C:11]([C:18](O)=[O:19])=[N:10]1.[NH2:21][CH2:22][C:23]1([N:29]([CH3:31])[CH3:30])[CH2:28][S:26](=[O:27])[CH2:25][CH2:24]1. (7) Given the product [Cl:1][C:2]1[CH:10]=[CH:9][C:8]2[N:7](/[CH:33]=[C:34](\[CH:36]3[CH2:41][CH2:40][CH2:39][CH2:38][CH2:37]3)/[CH3:35])[C:6]3[CH2:11][CH2:12][N:13]([CH3:15])[CH2:14][C:5]=3[C:4]=2[CH:3]=1, predict the reactants needed to synthesize it. The reactants are: [Cl:1][C:2]1[CH:10]=[CH:9][C:8]2[NH:7][C:6]3[CH2:11][CH2:12][N:13]([CH3:15])[CH2:14][C:5]=3[C:4]=2[CH:3]=1.P([O-])([O-])([O-])=O.[K+].[K+].[K+].N1CCC[C@H]1C(O)=O.Br[CH:33]=[C:34]([CH:36]1[CH2:41][CH2:40][CH2:39][CH2:38][CH2:37]1)[CH3:35].